This data is from Forward reaction prediction with 1.9M reactions from USPTO patents (1976-2016). The task is: Predict the product of the given reaction. Given the reactants C([O:8][C:9]1[N:14]=[C:13]([O:15][CH2:16][C:17]2[CH:22]=[CH:21][CH:20]=[CH:19][CH:18]=2)[N:12]=[C:11]([O:23]CC2C=CC=CC=2)[N:10]=1)C1C=CC=CC=1.II.S([O-])([O-])(=O)=S.[Na+].[Na+].[C:40]1([CH3:46])[CH:45]=[CH:44][CH:43]=[CH:42][CH:41]=1, predict the reaction product. The product is: [CH2:46]([N:14]1[C:13]([O:15][CH2:16][C:17]2[CH:18]=[CH:19][CH:20]=[CH:21][CH:22]=2)=[N:12][C:11](=[O:23])[N:10]([CH2:16][C:17]2[CH:22]=[CH:21][CH:20]=[CH:19][CH:18]=2)[C:9]1=[O:8])[C:40]1[CH:45]=[CH:44][CH:43]=[CH:42][CH:41]=1.